From a dataset of Catalyst prediction with 721,799 reactions and 888 catalyst types from USPTO. Predict which catalyst facilitates the given reaction. (1) Product: [CH3:38][O:37][N:36]([CH3:35])[C:16]([C:12]1[CH2:11][CH:10]2[CH:14]([CH2:15][N:8]([C:6]([O:5][C:1]([CH3:2])([CH3:3])[CH3:4])=[O:7])[CH2:9]2)[CH:13]=1)=[O:18]. The catalyst class is: 139. Reactant: [C:1]([O:5][C:6]([N:8]1[CH2:15][CH:14]2[CH:10]([CH2:11][C:12]([C:16]([OH:18])=O)=[CH:13]2)[CH2:9]1)=[O:7])([CH3:4])([CH3:3])[CH3:2].C(Cl)(=O)C(Cl)=O.CCN(C(C)C)C(C)C.Cl.[CH3:35][NH:36][O:37][CH3:38]. (2) Reactant: N[C@@H](CC1C=C(F)C=C(F)C=1)[C@@H]([C@H]1C[C@H](OC2C=CC=CN=2)CN1C(C1C=CC=CC=1)C1C=CC=CC=1)O.[NH2:39][C@@H:40]([CH2:68][C:69]1[CH:74]=[C:73]([F:75])[CH:72]=[C:71]([F:76])[CH:70]=1)[C@@H:41]([C@H:43]1[CH2:47][C@@H:46]([O:48][C:49]2[CH:54]=[CH:53][CH:52]=[CH:51][CH:50]=2)[CH2:45][N:44]1C(C1C=CC=CC=1)C1C=CC=CC=1)[OH:42].FC1C=C(C=C(F)C=1)C[C@H]1[C@@H]([C@H]2C[C@@H](OC3C=CC=CC=3)CN2C(C2C=CC=CC=2)C2C=CC=CC=2)OC(=O)N1.[C:117]([NH:120][C@:121]1([C@@H:170]([CH2:172][CH3:173])[CH3:171])[CH2:125][CH2:124][N:123]([C@@H:126]([CH2:161][CH2:162][C:163]2[CH:168]=[CH:167][CH:166]=[CH:165][CH:164]=2)[C:127](N[C@@H](CC2C=C(F)C=C(F)C=2)[C@@H]([C@H]2CCCCN2C(C2C=CC=CC=2)C2C=CC=CC=2)O)=[O:128])[C:122]1=[O:169])(=[O:119])[CH3:118].[Li+].[OH-]. Product: [C:117]([NH:120][C@:121]1([C@@H:170]([CH2:172][CH3:173])[CH3:171])[CH2:125][CH2:124][N:123]([C@@H:126]([CH2:161][CH2:162][C:163]2[CH:164]=[CH:165][CH:166]=[CH:167][CH:168]=2)[C:127]([NH:39][C@@H:40]([CH2:68][C:69]2[CH:74]=[C:73]([F:75])[CH:72]=[C:71]([F:76])[CH:70]=2)[C@H:41]([OH:42])[C@H:43]2[CH2:47][C@@H:46]([O:48][C:49]3[CH:50]=[CH:51][CH:52]=[CH:53][CH:54]=3)[CH2:45][NH:44]2)=[O:128])[C:122]1=[O:169])(=[O:119])[CH3:118]. The catalyst class is: 88.